The task is: Predict the reaction yield, written as a fraction of the theoretical maximum amount of product (1.0 means a 100% yield; for example, 0.34 means a 34% yield).. This data is from Reaction yield outcomes from USPTO patents with 853,638 reactions. (1) The product is [CH3:17][O:16][C:13]1[CH:14]=[CH:15][C:10]([CH2:9][C:8]([C:5]2[CH:6]=[N:7][C:2]([O:20][CH3:19])=[CH:3][CH:4]=2)=[O:18])=[CH:11][CH:12]=1. The yield is 0.820. The reactants are Cl[C:2]1[N:7]=[CH:6][C:5]([C:8](=[O:18])[CH2:9][C:10]2[CH:15]=[CH:14][C:13]([O:16][CH3:17])=[CH:12][CH:11]=2)=[CH:4][CH:3]=1.[CH3:19][O-:20].[Na+].Cl.O. The catalyst is CO. (2) The reactants are [C:1]([O:7][C:8]([CH3:11])([CH3:10])[CH3:9])(=[O:6])[CH2:2][C:3]([CH3:5])=O.[I:12][C:13]1[CH:20]=[CH:19][CH:18]=[CH:17][C:14]=1[CH:15]=O.[NH4+:21].[OH-:22]. The catalyst is CCO.C(Cl)Cl. The product is [I:12][C:13]1[CH:20]=[CH:19][CH:18]=[CH:17][C:14]=1[CH:15]1[C:2]([C:1]([O:7][C:8]([CH3:11])([CH3:10])[CH3:9])=[O:6])=[C:3]([CH3:5])[NH:21][C:3]([CH3:5])=[C:2]1[C:1]([O:7][C:8]([CH3:11])([CH3:10])[CH3:9])=[O:22]. The yield is 0.0400. (3) The reactants are [NH2:1][C:2]1[C:7]([C:8]#[N:9])=[CH:6][N:5]=[C:4](Cl)[N:3]=1.[N:11]1([CH2:16][CH2:17][CH2:18][NH:19][C:20]([C:22]2[CH:28]=[CH:27][C:25]([NH2:26])=[CH:24][CH:23]=2)=[O:21])[CH:15]=[CH:14][N:13]=[CH:12]1. The catalyst is CN1C(=O)CCC1.O. The product is [NH2:1][C:2]1[C:7]([C:8]#[N:9])=[CH:6][N:5]=[C:4]([NH:26][C:25]2[CH:27]=[CH:28][C:22]([C:20](=[O:21])[NH:19][CH2:18][CH2:17][CH2:16][N:11]3[CH:15]=[CH:14][N:13]=[CH:12]3)=[CH:23][CH:24]=2)[N:3]=1. The yield is 0.0200.